Dataset: Forward reaction prediction with 1.9M reactions from USPTO patents (1976-2016). Task: Predict the product of the given reaction. (1) Given the reactants Cl.[CH2:2]([N:6]1[C:21]2[C:16](=[CH:17][CH:18]=[CH:19][CH:20]=2)[C:8]([CH2:9][C@@H:10]([C:12]([O:14][CH3:15])=[O:13])[NH2:11])=[CH:7]1)[CH2:3][CH2:4][CH3:5].C(N(CC)CC)C.[F:29][C:30]1[CH:40]=[CH:39][CH:38]=[CH:37][C:31]=1[CH:32]=[CH:33][C:34](O)=[O:35].CCN=C=NCCCN(C)C.Cl, predict the reaction product. The product is: [CH2:2]([N:6]1[C:21]2[C:16](=[CH:17][CH:18]=[CH:19][CH:20]=2)[C:8]([CH2:9][C@@H:10]([C:12]([O:14][CH3:15])=[O:13])[NH:11][C:34](=[O:35])[CH:33]=[CH:32][C:31]2[CH:37]=[CH:38][CH:39]=[CH:40][C:30]=2[F:29])=[CH:7]1)[CH2:3][CH2:4][CH3:5]. (2) Given the reactants [F:1][C:2]1[CH:10]=[C:9]([F:11])[CH:8]=[CH:7][C:3]=1[C:4]([OH:6])=[O:5].[CH3:12][C:13](OC(OC(O[C:13]([CH3:15])([CH3:14])[CH3:12])=O)=O)([CH3:15])[CH3:14], predict the reaction product. The product is: [C:13]([O:5][C:4](=[O:6])[C:3]1[CH:7]=[CH:8][C:9]([F:11])=[CH:10][C:2]=1[F:1])([CH3:15])([CH3:14])[CH3:12]. (3) Given the reactants I[C:2]1[CH:3]=[C:4]2[C:8](=[CH:9][CH:10]=1)[CH2:7][CH:6]([NH:11][S:12]([CH:15]([CH3:17])[CH3:16])(=[O:14])=[O:13])[CH2:5]2.C(=O)([O-])[O-].[Cs+].[Cs+].[OH2:24].[C:25]1(P([C:25]2[CH:30]=[CH:29][CH:28]=[CH:27][CH:26]=2)[C:25]2[CH:30]=[CH:29][CH:28]=[CH:27][CH:26]=2)[CH:30]=[CH:29][CH:28]=[CH:27][CH:26]=1, predict the reaction product. The product is: [CH3:15][S:12]([NH:11][C:25]1[CH:30]=[CH:29][C:28]([C:2]2[CH:3]=[C:4]3[C:8](=[CH:9][CH:10]=2)[CH2:7][CH:6]([NH:11][S:12]([CH:15]([CH3:17])[CH3:16])(=[O:14])=[O:13])[CH2:5]3)=[CH:27][CH:26]=1)(=[O:13])=[O:24]. (4) Given the reactants Cl[C:2]1[NH:7][C:6]([NH2:21])([NH:8][CH:9]([C:11]2[CH:20]=[CH:19][C:18]3[C:13](=[CH:14][CH:15]=[CH:16][CH:17]=3)[CH:12]=2)[CH3:10])[N:5]=[CH:4][N:3]=1.C(O[C:27](=[O:45])[CH:28]([NH:37][C:38]([O:40][C:41]([CH3:44])([CH3:43])[CH3:42])=[O:39])[CH2:29][C:30]1[CH:35]=[CH:34][C:33]([OH:36])=[CH:32][CH:31]=1)(C)(C)C.[C:46](=O)([O-])[O-].[K+].[K+].[CH:52]([OH:55])([CH3:54])[CH3:53], predict the reaction product. The product is: [C:52]([O:55][C:27](=[O:45])[CH:28]([NH:37][C:38]([O:40][C:41]([CH3:42])([CH3:43])[CH3:44])=[O:39])[CH2:29][C:30]1[CH:31]=[CH:32][C:33]([O:36][C:4]2[N:3]=[C:2]([NH2:7])[N:21]=[C:6]([NH:8][CH:9]([C:11]3[CH:20]=[CH:19][C:18]4[C:13](=[CH:14][CH:15]=[CH:16][CH:17]=4)[CH:12]=3)[CH3:10])[N:5]=2)=[CH:34][CH:35]=1)([CH3:46])([CH3:54])[CH3:53]. (5) Given the reactants [Cl:1][C:2]1[CH:3]=[C:4]2[C:9](=[CH:10][CH:11]=1)[N:8]=[CH:7][C:6]([N+:12]([O-:14])=[O:13])=[C:5]2O.C(N(CC)C(C)C)(C)C.O=P(Cl)(Cl)[Cl:27], predict the reaction product. The product is: [Cl:27][C:5]1[C:4]2[C:9](=[CH:10][CH:11]=[C:2]([Cl:1])[CH:3]=2)[N:8]=[CH:7][C:6]=1[N+:12]([O-:14])=[O:13]. (6) Given the reactants [H-].[Na+].[Cl:3][C:4]1[CH:9]=[CH:8][C:7]([N:10]2[C:22]3[C:17](=[CH:18][CH:19]=[C:20]4[C:29]5[CH:28]=[CH:27][CH:26]=[CH:25][C:24]=5[NH:23][C:21]4=3)[C:16]3[C:11]2=[CH:12][CH:13]=[CH:14][CH:15]=3)=[CH:6][CH:5]=1.Cl[C:31]1[N:36]=[C:35]([C:37]2[CH:42]=[CH:41][CH:40]=[CH:39][CH:38]=2)[N:34]=[C:33]([C:43]2[CH:48]=[CH:47][CH:46]=[CH:45][CH:44]=2)[N:32]=1, predict the reaction product. The product is: [Cl:3][C:4]1[CH:9]=[CH:8][C:7]([N:10]2[C:22]3[C:17](=[CH:18][CH:19]=[C:20]4[C:29]5[CH:28]=[CH:27][CH:26]=[CH:25][C:24]=5[N:23]([C:31]5[N:36]=[C:35]([C:37]6[CH:42]=[CH:41][CH:40]=[CH:39][CH:38]=6)[N:34]=[C:33]([C:43]6[CH:44]=[CH:45][CH:46]=[CH:47][CH:48]=6)[N:32]=5)[C:21]4=3)[C:16]3[C:11]2=[CH:12][CH:13]=[CH:14][CH:15]=3)=[CH:6][CH:5]=1. (7) Given the reactants [F:1][C:2]1[CH:7]=[CH:6][CH:5]=[CH:4][C:3]=1[C:8]1[CH:12]=[C:11]([NH2:13])[N:10]([CH3:14])[N:9]=1.[C:15]([O:18][C:19](Cl)=[O:20])([CH3:17])=[CH2:16], predict the reaction product. The product is: [F:1][C:2]1[CH:7]=[CH:6][CH:5]=[CH:4][C:3]=1[C:8]1[CH:12]=[C:11]([NH:13][C:19](=[O:20])[O:18][C:15]([CH3:17])=[CH2:16])[N:10]([CH3:14])[N:9]=1.